The task is: Regression. Given two drug SMILES strings and cell line genomic features, predict the synergy score measuring deviation from expected non-interaction effect.. This data is from NCI-60 drug combinations with 297,098 pairs across 59 cell lines. (1) Drug 1: C1=CC=C(C(=C1)C(C2=CC=C(C=C2)Cl)C(Cl)Cl)Cl. Drug 2: C1CCC(C(C1)N)N.C(=O)(C(=O)[O-])[O-].[Pt+4]. Cell line: U251. Synergy scores: CSS=13.4, Synergy_ZIP=-6.82, Synergy_Bliss=1.81, Synergy_Loewe=-17.2, Synergy_HSA=1.01. (2) Drug 1: CS(=O)(=O)C1=CC(=C(C=C1)C(=O)NC2=CC(=C(C=C2)Cl)C3=CC=CC=N3)Cl. Drug 2: C1CC(C1)(C(=O)O)C(=O)O.[NH2-].[NH2-].[Pt+2]. Cell line: SF-268. Synergy scores: CSS=18.2, Synergy_ZIP=2.25, Synergy_Bliss=3.80, Synergy_Loewe=-9.41, Synergy_HSA=1.67. (3) Drug 1: CC1=CC=C(C=C1)C2=CC(=NN2C3=CC=C(C=C3)S(=O)(=O)N)C(F)(F)F. Drug 2: CN(C(=O)NC(C=O)C(C(C(CO)O)O)O)N=O. Cell line: HCT-15. Synergy scores: CSS=9.87, Synergy_ZIP=-6.76, Synergy_Bliss=-7.41, Synergy_Loewe=-4.37, Synergy_HSA=-3.68. (4) Drug 1: C1=CC(=CC=C1CCC2=CNC3=C2C(=O)NC(=N3)N)C(=O)NC(CCC(=O)O)C(=O)O. Drug 2: CN(CCCl)CCCl.Cl. Cell line: M14. Synergy scores: CSS=19.3, Synergy_ZIP=0.599, Synergy_Bliss=-1.55, Synergy_Loewe=-16.3, Synergy_HSA=-3.90. (5) Drug 1: C1=NC2=C(N1)C(=S)N=CN2. Drug 2: CC(C)CN1C=NC2=C1C3=CC=CC=C3N=C2N. Cell line: HOP-62. Synergy scores: CSS=50.1, Synergy_ZIP=5.20, Synergy_Bliss=-1.11, Synergy_Loewe=-0.907, Synergy_HSA=0.686. (6) Drug 1: CS(=O)(=O)CCNCC1=CC=C(O1)C2=CC3=C(C=C2)N=CN=C3NC4=CC(=C(C=C4)OCC5=CC(=CC=C5)F)Cl. Drug 2: CC(C)NC(=O)C1=CC=C(C=C1)CNNC.Cl. Cell line: RXF 393. Synergy scores: CSS=-0.868, Synergy_ZIP=1.53, Synergy_Bliss=3.86, Synergy_Loewe=0.448, Synergy_HSA=0.420. (7) Drug 1: C1=CC(=CC=C1CCCC(=O)O)N(CCCl)CCCl. Drug 2: C1=NNC2=C1C(=O)NC=N2. Cell line: MCF7. Synergy scores: CSS=17.9, Synergy_ZIP=-10.7, Synergy_Bliss=-3.49, Synergy_Loewe=-6.97, Synergy_HSA=-1.35. (8) Drug 1: C1=NC2=C(N1)C(=S)N=CN2. Drug 2: C1C(C(OC1N2C=NC3=C2NC=NCC3O)CO)O. Cell line: NCI-H322M. Synergy scores: CSS=23.6, Synergy_ZIP=-0.430, Synergy_Bliss=-0.457, Synergy_Loewe=-13.5, Synergy_HSA=-2.01. (9) Drug 1: COC1=C(C=C2C(=C1)N=CN=C2NC3=CC(=C(C=C3)F)Cl)OCCCN4CCOCC4. Drug 2: C1CC(=O)NC(=O)C1N2C(=O)C3=CC=CC=C3C2=O. Cell line: SNB-19. Synergy scores: CSS=9.10, Synergy_ZIP=-2.99, Synergy_Bliss=1.47, Synergy_Loewe=-1.20, Synergy_HSA=0.747. (10) Drug 1: C1C(C(OC1N2C=C(C(=O)NC2=O)F)CO)O. Drug 2: C(CCl)NC(=O)N(CCCl)N=O. Cell line: MOLT-4. Synergy scores: CSS=59.8, Synergy_ZIP=2.78, Synergy_Bliss=3.35, Synergy_Loewe=-17.4, Synergy_HSA=6.74.